The task is: Predict the product of the given reaction.. This data is from Forward reaction prediction with 1.9M reactions from USPTO patents (1976-2016). Given the reactants C([Li])CCC.[CH3:6][O:7][CH:8]([O:15][CH3:16])[C:9]1[CH:14]=[CH:13][N:12]=[CH:11][CH:10]=1.[F:17][C:18]1[CH:25]=[CH:24][C:21]([CH2:22]Cl)=[CH:20][CH:19]=1.[Cl-].[NH4+], predict the reaction product. The product is: [F:17][C:18]1[CH:25]=[CH:24][C:21]([CH2:22][C:8]([C:9]2[CH:14]=[CH:13][N:12]=[CH:11][CH:10]=2)([O:15][CH3:16])[O:7][CH3:6])=[CH:20][CH:19]=1.